Predict the product of the given reaction. From a dataset of Forward reaction prediction with 1.9M reactions from USPTO patents (1976-2016). (1) Given the reactants Br[C:2]1[C:10]2[O:9][CH2:8]C[C:6]=2[CH:5]=[CH:4][CH:3]=1.Br[C:12]1[CH:13]=[CH:14][CH:15]=[C:16]2[C:21]=1[O:20][CH2:19]CC2.[Cl:22][P:23](C1C=CC=CC=1)C1C=CC=CC=1, predict the reaction product. The product is: [Cl:22][P:23]([C:2]1[CH:3]=[CH:4][CH:5]=[CH:6][C:10]=1[O:9][CH3:8])[C:12]1[CH:13]=[CH:14][CH:15]=[CH:16][C:21]=1[O:20][CH3:19]. (2) Given the reactants [NH:1]1[C:5]2=[CH:6][N:7]=[C:8]([NH2:10])[CH:9]=[C:4]2[CH:3]=[CH:2]1.[F:11][C:12]1[CH:13]=[C:14]([CH:18]=[CH:19][C:20]=1[F:21])[C:15](Cl)=[O:16], predict the reaction product. The product is: [F:11][C:12]1[CH:13]=[C:14]([CH:18]=[CH:19][C:20]=1[F:21])[C:15]([NH:10][C:8]1[CH:9]=[C:4]2[CH:3]=[CH:2][NH:1][C:5]2=[CH:6][N:7]=1)=[O:16]. (3) Given the reactants C([O:3][C:4]([C:6]1[N:7]=[N:8][C:9]([NH:12][CH2:13][C:14]2[C:15]([C:20]3[CH:25]=[CH:24][C:23]([F:26])=[CH:22][CH:21]=3)=[N:16][O:17][C:18]=2[CH3:19])=[CH:10][CH:11]=1)=O)C.[CH:27]1([NH2:30])[CH2:29][CH2:28]1, predict the reaction product. The product is: [CH:27]1([NH:30][C:4]([C:6]2[N:7]=[N:8][C:9]([NH:12][CH2:13][C:14]3[C:15]([C:20]4[CH:21]=[CH:22][C:23]([F:26])=[CH:24][CH:25]=4)=[N:16][O:17][C:18]=3[CH3:19])=[CH:10][CH:11]=2)=[O:3])[CH2:29][CH2:28]1. (4) The product is: [NH2:9][C@H:8]1[CH2:7][CH2:6][CH2:5][CH2:4][N:3]([CH2:17][C:18]2[CH:19]=[N:20][CH:21]=[CH:22][CH:23]=2)[C:2]1=[O:1]. Given the reactants [O:1]=[C:2]1[C@@H:8]([NH:9]C(=O)OC(C)(C)C)[CH2:7][CH2:6][CH2:5][CH2:4][N:3]1[CH2:17][C:18]1[CH:19]=[N:20][CH:21]=[CH:22][CH:23]=1.FC(F)(F)C(O)=O, predict the reaction product. (5) Given the reactants Cl[C:2]1[N:7]=[C:6]([NH:8][C:9]2[CH:10]=[C:11]3[C:15](=[CH:16][CH:17]=2)[NH:14][N:13]=[CH:12]3)[C:5]([CH3:18])=[CH:4][N:3]=1.[CH3:19][O:20][C:21]1[CH:22]=[C:23]2[C:27](=[CH:28][CH:29]=1)[CH2:26][NH:25][CH2:24]2.CCN(C(C)C)C(C)C, predict the reaction product. The product is: [CH3:19][O:20][C:21]1[CH:22]=[C:23]2[C:27](=[CH:28][CH:29]=1)[CH2:26][N:25]([C:2]1[N:7]=[C:6]([NH:8][C:9]3[CH:10]=[C:11]4[C:15](=[CH:16][CH:17]=3)[NH:14][N:13]=[CH:12]4)[C:5]([CH3:18])=[CH:4][N:3]=1)[CH2:24]2. (6) Given the reactants [OH:1][CH2:2][CH:3]([C:7]1[S:8][CH:9]=[CH:10][CH:11]=1)[C:4]([OH:6])=[O:5].[OH-].[K+].[CH3:14][O:15][C:16]1[CH:23]=[CH:22][C:19]([CH2:20]Cl)=[CH:18][CH:17]=1.O, predict the reaction product. The product is: [OH:1][CH2:2][CH:3]([C:7]1[S:8][CH:9]=[CH:10][CH:11]=1)[C:4]([O:6][CH2:20][C:19]1[CH:22]=[CH:23][C:16]([O:15][CH3:14])=[CH:17][CH:18]=1)=[O:5]. (7) Given the reactants [C:1](/[C:3](=[CH:8]\[C:9]1[CH:14]=[C:13]([O:15][CH3:16])[C:12]([O:17][CH2:18][CH2:19][Cl:20])=[CH:11][C:10]=1[N+:21]([O-])=O)/[C:4]([O:6][CH3:7])=[O:5])#[N:2], predict the reaction product. The product is: [NH2:2][C:1]1[C:3]([C:4]([O:6][CH3:7])=[O:5])=[CH:8][C:9]2[C:10](=[CH:11][C:12]([O:17][CH2:18][CH2:19][Cl:20])=[C:13]([O:15][CH3:16])[CH:14]=2)[N:21]=1.